Dataset: Retrosynthesis with 50K atom-mapped reactions and 10 reaction types from USPTO. Task: Predict the reactants needed to synthesize the given product. Given the product CCOC(=O)c1ccc2ncc(CN3CCOCC3)n2c1, predict the reactants needed to synthesize it. The reactants are: C1COCCN1.C=O.CCOC(=O)c1ccc2nccn2c1.